This data is from Full USPTO retrosynthesis dataset with 1.9M reactions from patents (1976-2016). The task is: Predict the reactants needed to synthesize the given product. (1) Given the product [CH3:4][C:2]([Si:5]([CH3:25])([CH3:24])[O:6][CH:7]1[CH2:11][CH:10]([OH:12])[C:9](=[CH2:13])[CH:8]1[CH2:14][Si:15]([CH3:23])([CH3:22])[C:16]1[CH:21]=[CH:20][CH:19]=[CH:18][CH:17]=1)([CH3:1])[CH3:3], predict the reactants needed to synthesize it. The reactants are: [CH3:1][C:2]([Si:5]([CH3:25])([CH3:24])[O:6][C@H:7]1[CH2:11][C:10](=[O:12])[C:9](=[CH2:13])[C@@H:8]1[CH2:14][Si:15]([CH3:23])([CH3:22])[C:16]1[CH:21]=[CH:20][CH:19]=[CH:18][CH:17]=1)([CH3:4])[CH3:3].C([BH-](CC)CC)C.[Li+]. (2) Given the product [O:21]1[CH2:20][C@@H:19]1[CH2:18][O:3][C:4]1[C:13]2[C:8](=[CH:9][CH:10]=[CH:11][CH:12]=2)[N:7]=[CH:6][CH:5]=1, predict the reactants needed to synthesize it. The reactants are: [H-].[Na+].[OH:3][C:4]1[C:13]2[C:8](=[CH:9][CH:10]=[CH:11][CH:12]=2)[N:7]=[CH:6][CH:5]=1.S(C1C=CC(C)=CC=1)(O[CH2:18][C@@H:19]1[O:21][CH2:20]1)(=O)=O. (3) Given the product [NH2:20][C:3]1[C:4](=[O:19])[NH:5][C:6](=[S:18])[N:7]([CH2:8][C:9]2[NH:13][C:12]3[CH:14]=[CH:15][CH:16]=[CH:17][C:11]=3[N:10]=2)[C:2]=1[NH2:1], predict the reactants needed to synthesize it. The reactants are: [NH2:1][C:2]1[N:7]([CH2:8][C:9]2[NH:13][C:12]3[CH:14]=[CH:15][CH:16]=[CH:17][C:11]=3[N:10]=2)[C:6](=[S:18])[NH:5][C:4](=[O:19])[CH:3]=1.[N:20]([O-])=O.[Na+].S(S([O-])=O)([O-])=O.[Na+].[Na+]. (4) Given the product [CH2:13]([C:11]1[O:12][C:8]2[CH:7]=[CH:6][C:5]([CH2:4][NH2:1])=[CH:20][C:9]=2[N:10]=1)[C:14]1[CH:15]=[CH:16][CH:17]=[CH:18][CH:19]=1, predict the reactants needed to synthesize it. The reactants are: [N:1]([CH2:4][C:5]1[CH:6]=[CH:7][C:8]2[O:12][C:11]([CH2:13][C:14]3[CH:19]=[CH:18][CH:17]=[CH:16][CH:15]=3)=[N:10][C:9]=2[CH:20]=1)=[N+]=[N-]. (5) The reactants are: I[Si](C)(C)C.C(OC([NH:16][C@@H:17]([CH3:46])[CH2:18][NH:19][C:20]1[N:21]([CH2:42][C:43]#[C:44][CH3:45])[C:22]2[C:27](=[O:28])[N:26]([CH2:29][C:30]3[N:39]=[C:38]([CH3:40])[C:37]4[C:32](=[CH:33][CH:34]=[CH:35][CH:36]=4)[N:31]=3)[N:25]=[CH:24][C:23]=2[N:41]=1)=O)C1C=CC=CC=1.[CH3:47]O. Given the product [NH2:16][C@@H:17]([CH3:46])[CH2:18][N:19]([C:20]1[N:21]([CH2:42][C:43]#[C:44][CH3:45])[C:22]2[C:27](=[O:28])[N:26]([CH2:29][C:30]3[N:39]=[C:38]([CH3:40])[C:37]4[C:32](=[CH:33][CH:34]=[CH:35][CH:36]=4)[N:31]=3)[N:25]=[CH:24][C:23]=2[N:41]=1)[CH3:47], predict the reactants needed to synthesize it. (6) Given the product [CH2:21]([O:20][CH2:19][CH2:18][N:14]1[CH2:15][CH2:16][CH2:17][C@@H:12]([CH2:10][OH:9])[CH2:13]1)[CH2:22][C:23]1[CH:28]=[CH:27][CH:26]=[CH:25][CH:24]=1, predict the reactants needed to synthesize it. The reactants are: [H-].[Al+3].[Li+].[H-].[H-].[H-].C([O:9][C:10]([C@@H:12]1[CH2:17][CH2:16][CH2:15][N:14]([C:18](=O)[CH2:19][O:20][CH2:21][CH2:22][C:23]2[CH:28]=[CH:27][CH:26]=[CH:25][CH:24]=2)[CH2:13]1)=O)C. (7) Given the product [CH2:1]([O:3][C:4]([C:5]1[N:8]=[C:16]([C:15]2[CH:19]=[CH:20][C:12]([C:10]#[N:11])=[CH:13][C:14]=2[F:21])[O:7][N:6]=1)=[O:9])[CH3:2], predict the reactants needed to synthesize it. The reactants are: [CH2:1]([O:3][C:4](=[O:9])[C:5]([NH2:8])=[N:6][OH:7])[CH3:2].[C:10]([C:12]1[CH:20]=[CH:19][C:15]([C:16](Cl)=O)=[C:14]([F:21])[CH:13]=1)#[N:11]. (8) Given the product [CH2:9]([C:11]1[N:12]([CH2:16][C:17]2[CH:22]=[CH:21][C:20]([C:23]3[CH:28]=[CH:27][CH:26]=[CH:25][C:24]=3[CH:29]3[CH2:34][CH2:33][CH2:32][NH:31][CH2:30]3)=[CH:19][CH:18]=2)[CH:13]=[CH:14][CH:15]=1)[CH3:10], predict the reactants needed to synthesize it. The reactants are: C([BH-](CC)CC)C.[Li+].[CH2:9]([C:11]1[N:12]([CH2:16][C:17]2[CH:22]=[CH:21][C:20]([C:23]3[CH:28]=[CH:27][CH:26]=[CH:25][C:24]=3[C:29]3[CH:30]=[N:31][CH:32]=[CH:33][CH:34]=3)=[CH:19][CH:18]=2)[CH:13]=[CH:14][CH:15]=1)[CH3:10].CO.